This data is from Forward reaction prediction with 1.9M reactions from USPTO patents (1976-2016). The task is: Predict the product of the given reaction. (1) Given the reactants O[CH2:2][CH2:3][C:4]1[CH:9]=[CH:8][C:7]([NH:10][C:11](=[O:17])[O:12][C:13]([CH3:16])([CH3:15])[CH3:14])=[CH:6][CH:5]=1.N1C=CN=C1.C1(P(C2C=CC=CC=2)C2C=CC=CC=2)C=CC=CC=1.[I:42]I, predict the reaction product. The product is: [I:42][CH2:2][CH2:3][C:4]1[CH:9]=[CH:8][C:7]([NH:10][C:11](=[O:17])[O:12][C:13]([CH3:16])([CH3:15])[CH3:14])=[CH:6][CH:5]=1. (2) Given the reactants C([O:8][C:9]([N:11]1[CH2:16][CH2:15][CH:14]([N:17]2[C:21]([NH:22][C:23]([NH:25][C@@H:26]3[C:35]4[C:30](=[CH:31][CH:32]=[CH:33][CH:34]=4)[C@H:29]([O:36][C:37]4[CH:38]=[CH:39][C:40]5[N:41]([C:43]([CH:46]([CH3:48])[CH3:47])=[N:44][N:45]=5)[CH:42]=4)[CH2:28][CH2:27]3)=[O:24])=[CH:20][C:19]([C:49]([CH3:52])([CH3:51])[CH3:50])=[N:18]2)[CH2:13][CH2:12]1)=O)C1C=CC=CC=1.C=O.CC(O)=O.[BH-](OC(C)=O)(OC(C)=O)OC(C)=O.[Na+], predict the reaction product. The product is: [NH4+:11].[OH-:8].[C:49]([C:19]1[CH:20]=[C:21]([NH:22][C:23]([NH:25][C@@H:26]2[C:35]3[C:30](=[CH:31][CH:32]=[CH:33][CH:34]=3)[C@H:29]([O:36][C:37]3[CH:38]=[CH:39][C:40]4[N:41]([C:43]([CH:46]([CH3:48])[CH3:47])=[N:44][N:45]=4)[CH:42]=3)[CH2:28][CH2:27]2)=[O:24])[N:17]([CH:14]2[CH2:13][CH2:12][N:11]([CH3:9])[CH2:16][CH2:15]2)[N:18]=1)([CH3:52])([CH3:51])[CH3:50]. (3) The product is: [C:3]1([CH3:2])[CH:4]=[CH:5][CH:1]=[CH:10][C:9]=1[C@@H:17]1[CH:16]=[CH:12][CH2:13][O:15]1. Given the reactants [CH:1]1[CH2:5][CH2:4][CH2:3][CH:2]=1.[N+]([C:9]1[CH:17]=[CH:16][C:12]([C:13]([OH:15])=O)=C[CH:10]=1)([O-])=O, predict the reaction product. (4) The product is: [CH:1]1([CH2:4][O:5][C:6]2[N:11]=[C:10]([N:12]3[CH2:13][CH2:14][CH:15]([C:18]4[C:26]5[C:21](=[N:22][CH:23]=[CH:24][CH:25]=5)[NH:20][N:19]=4)[CH2:16][CH2:17]3)[N:9]=[C:8]([C:27]([NH:30][C@H:31]([CH3:34])[CH2:32][OH:33])=[O:29])[N:7]=2)[CH2:3][CH2:2]1. Given the reactants [CH:1]1([CH2:4][O:5][C:6]2[N:11]=[C:10]([N:12]3[CH2:17][CH2:16][CH:15]([C:18]4[C:26]5[C:21](=[N:22][CH:23]=[CH:24][CH:25]=5)[NH:20][N:19]=4)[CH2:14][CH2:13]3)[N:9]=[C:8]([C:27]([OH:29])=O)[N:7]=2)[CH2:3][CH2:2]1.[NH2:30][C@H:31]([CH3:34])[CH2:32][OH:33].CN(C(ON1N=NC2C=CC=NC1=2)=[N+](C)C)C.F[P-](F)(F)(F)(F)F, predict the reaction product. (5) Given the reactants [F:1][C:2]1[C:7]([S:8](Cl)(=[O:10])=[O:9])=[C:6]([F:12])[C:5]([F:13])=[C:4]([F:14])[C:3]=1[F:15].[Cl-].[NH4+:17].[OH-].[Na+], predict the reaction product. The product is: [F:1][C:2]1[C:7]([S:8]([NH2:17])(=[O:10])=[O:9])=[C:6]([F:12])[C:5]([F:13])=[C:4]([F:14])[C:3]=1[F:15]. (6) Given the reactants [CH3:1][C:2]1[NH:10][C:9]2[CH:8]=[CH:7][N:6]=[C:5]([NH:11][CH2:12][C:13]3[CH:18]=[CH:17][C:16]([F:19])=[CH:15][CH:14]=3)[C:4]=2[C:3]=1[CH3:20].[ClH:21], predict the reaction product. The product is: [ClH:21].[CH3:1][C:2]1[NH:10][C:9]2[CH:8]=[CH:7][N:6]=[C:5]([NH:11][CH2:12][C:13]3[CH:18]=[CH:17][C:16]([F:19])=[CH:15][CH:14]=3)[C:4]=2[C:3]=1[CH3:20]. (7) Given the reactants [ClH:1].[CH:2]1[CH:11]=[CH:10][CH:9]=[C:8]2[C:3]=1[C:4]1[N:14]3[CH2:15][CH2:16][CH2:17][N:18](C(OC(C)(C)C)=O)[CH2:19][C:13]3=[N:12][C:5]=1[CH:6]=[N:7]2, predict the reaction product. The product is: [ClH:1].[CH:2]1[CH:11]=[CH:10][CH:9]=[C:8]2[C:3]=1[C:4]1[N:14]3[CH2:15][CH2:16][CH2:17][NH:18][CH2:19][C:13]3=[N:12][C:5]=1[CH:6]=[N:7]2.